From a dataset of Full USPTO retrosynthesis dataset with 1.9M reactions from patents (1976-2016). Predict the reactants needed to synthesize the given product. (1) Given the product [Br:14][CH2:6][CH2:7][CH:8]1[CH2:13][CH2:12][O:11][CH2:10][CH2:9]1, predict the reactants needed to synthesize it. The reactants are: CS(O[CH2:6][CH2:7][CH:8]1[CH2:13][CH2:12][O:11][CH2:10][CH2:9]1)(=O)=O.[Br-:14].[Li+]. (2) Given the product [CH:1]1([C:4]2[CH:9]=[CH:8][N:7]=[CH:6][C:5]=2[N:10]2[CH2:14][CH2:13][N:12]([C:17]3[CH:18]=[C:19]([F:26])[C:20]4[CH:24]=[CH:23][S:22][C:21]=4[CH:25]=3)[C:11]2=[O:15])[CH2:3][CH2:2]1, predict the reactants needed to synthesize it. The reactants are: [CH:1]1([C:4]2[CH:9]=[CH:8][N:7]=[CH:6][C:5]=2[N:10]2[CH2:14][CH2:13][NH:12][C:11]2=[O:15])[CH2:3][CH2:2]1.Br[C:17]1[CH:18]=[C:19]([F:26])[C:20]2[CH:24]=[CH:23][S:22][C:21]=2[CH:25]=1.CN[C@@H]1CCCC[C@H]1NC.P([O-])([O-])([O-])=O.[K+].[K+].[K+]. (3) Given the product [CH3:24][O:23][C:21]1[CH:22]=[C:17]([CH:18]=[C:19]([O:27][CH3:28])[C:20]=1[O:25][CH3:26])[C:15]([C:13]1[N:12]=[C:11]([C:29]2[CH:30]=[C:31]3[C:35](=[CH:36][CH:37]=2)[NH:34][C:33]([C:47]([C:48]2[CH:49]=[C:50]([O:58][CH3:59])[C:51]([O:56][CH3:57])=[C:52]([O:54][CH3:55])[CH:53]=2)=[O:60])=[CH:32]3)[NH:10][CH:14]=1)=[O:16], predict the reactants needed to synthesize it. The reactants are: C1(S([N:10]2[CH:14]=[C:13]([C:15]([C:17]3[CH:22]=[C:21]([O:23][CH3:24])[C:20]([O:25][CH3:26])=[C:19]([O:27][CH3:28])[CH:18]=3)=[O:16])[N:12]=[C:11]2[C:29]2[CH:30]=[C:31]3[C:35](=[CH:36][CH:37]=2)[N:34](S(C2C=CC=CC=2)(=O)=O)[C:33]([C:47](=[O:60])[C:48]2[CH:53]=[C:52]([O:54][CH3:55])[C:51]([O:56][CH3:57])=[C:50]([O:58][CH3:59])[CH:49]=2)=[CH:32]3)(=O)=O)C=CC=CC=1.[OH-].[Na+].O.